From a dataset of Peptide-MHC class I binding affinity with 185,985 pairs from IEDB/IMGT. Regression. Given a peptide amino acid sequence and an MHC pseudo amino acid sequence, predict their binding affinity value. This is MHC class I binding data. The peptide sequence is LVVDFSQFSR. The MHC is HLA-A31:01 with pseudo-sequence HLA-A31:01. The binding affinity (normalized) is 0.768.